This data is from Reaction yield outcomes from USPTO patents with 853,638 reactions. The task is: Predict the reaction yield, written as a fraction of the theoretical maximum amount of product (1.0 means a 100% yield; for example, 0.34 means a 34% yield). (1) The reactants are [F:1][C:2]1[CH:3]=[C:4]([CH:8]([NH:20][C:21]2[CH:26]=[C:25]([F:27])[C:24]([F:28])=[C:23]([F:29])[CH:22]=2)[C:9]([O:11][C@@H:12]2[CH:17]3[CH2:18][CH2:19][N:14]([CH2:15][CH2:16]3)[CH2:13]2)=[O:10])[CH:5]=[CH:6][CH:7]=1.[Cl:30][CH2:31][C:32]([C:34]1[S:35][CH:36]=[CH:37][CH:38]=1)=[O:33]. The catalyst is C(#N)C. The product is [Cl-:30].[F:1][C:2]1[CH:3]=[C:4]([CH:8]([NH:20][C:21]2[CH:22]=[C:23]([F:29])[C:24]([F:28])=[C:25]([F:27])[CH:26]=2)[C:9]([O:11][C@@H:12]2[CH:17]3[CH2:18][CH2:19][N+:14]([CH2:31][C:32](=[O:33])[C:34]4[S:35][CH:36]=[CH:37][CH:38]=4)([CH2:15][CH2:16]3)[CH2:13]2)=[O:10])[CH:5]=[CH:6][CH:7]=1. The yield is 0.590. (2) The catalyst is CN(C=O)C. The product is [CH2:24]([C:25]1[C:33]([F:34])=[C:32]([S:35]([CH3:38])(=[O:37])=[O:36])[CH:31]=[CH:30][C:26]=1[C:27]([N:5]1[CH2:6][C:7]2[CH:12]=[C:11]([C:13]3[CH:23]=[CH:22][C:16]([C:17]([O:19][CH2:20][CH3:21])=[O:18])=[CH:15][CH:14]=3)[CH:10]=[CH:9][C:8]=2[O:2][CH2:3][CH2:4]1)=[O:29])[CH3:39]. The yield is 0.980. The reactants are Cl.[O:2]1[C:8]2[CH:9]=[CH:10][C:11]([C:13]3[CH:23]=[CH:22][C:16]([C:17]([O:19][CH2:20][CH3:21])=[O:18])=[CH:15][CH:14]=3)=[CH:12][C:7]=2[CH2:6][NH:5][CH2:4][CH2:3]1.[CH3:24][C:25]1[C:33]([F:34])=[C:32]([S:35]([CH3:38])(=[O:37])=[O:36])[CH:31]=[CH:30][C:26]=1[C:27]([OH:29])=O.[CH3:39]N(C(ON1N=NC2C=CC=NC1=2)=[N+](C)C)C.F[P-](F)(F)(F)(F)F.CCN(C(C)C)C(C)C. (3) The reactants are Cl[C:2]1[N:7]=[C:6]([NH:8][C:9]2[CH:17]=[CH:16][CH:15]=[CH:14][C:10]=2[C:11]([NH2:13])=[O:12])[C:5]([Cl:18])=[CH:4][N:3]=1.[N:19]1([CH2:24][C:25]2[CH:26]=[C:27]([CH:29]=[CH:30][CH:31]=2)[NH2:28])[CH2:23][CH2:22][CH2:21][CH2:20]1.Cl. The catalyst is Cl.C(O)(C)C. The product is [Cl:18][C:5]1[C:6]([NH:8][C:9]2[CH:17]=[CH:16][CH:15]=[CH:14][C:10]=2[C:11]([NH2:13])=[O:12])=[N:7][C:2]([NH:28][C:27]2[CH:29]=[CH:30][CH:31]=[C:25]([CH2:24][N:19]3[CH2:20][CH2:21][CH2:22][CH2:23]3)[CH:26]=2)=[N:3][CH:4]=1. The yield is 0.650. (4) The reactants are [Cl:1][C:2]1[N:7]=[CH:6][C:5](N)=[CH:4][C:3]=1[CH3:9].[ClH:10].N([O-])=O.[Na+].[S:15](=[O:17])=[O:16]. No catalyst specified. The product is [Cl:1][C:2]1[N:7]=[CH:6][C:5]([S:15]([Cl:10])(=[O:17])=[O:16])=[CH:4][C:3]=1[CH3:9]. The yield is 0.620. (5) The reactants are Br[C:2]1[CH:10]=[CH:9][CH:8]=[CH:7][C:3]=1[C:4]([OH:6])=[O:5].[CH2:11]([Mg][Cl:16])[CH2:12][CH2:13][CH3:14].O1C[CH2:20][CH2:19][CH2:18]1.C([Li])CCC.CCCCCC.C([N:40]1[CH2:45][CH2:44][C:43](=O)[CH2:42][CH2:41]1)C1C=CC=CC=1.C(O)(=O)C.[OH-].[Na+].C(=O)([O-])[O-].[K+].[K+].Cl.C(OCC)(=O)C. The catalyst is O1CCCC1.CCCCCCC. The product is [ClH:16].[CH2:11]([N:40]1[CH2:45][CH2:44][C:43]2([C:2]3[C:3](=[CH:7][CH:8]=[CH:9][CH:10]=3)[C:4](=[O:5])[O:6]2)[CH2:42][CH2:41]1)[C:12]1[CH:20]=[CH:19][CH:18]=[CH:14][CH:13]=1. The yield is 0.690. (6) The reactants are Cl.[C:2]1([C:8]#[C:9][C:10]2[S:14][C:13]([C:15]3[N:16]=[C:17]4[CH:22]=[N:21][CH:20]=[CH:19][N:18]4[C:23]=3[NH2:24])=[CH:12][CH:11]=2)[CH:7]=[CH:6][CH:5]=[CH:4][CH:3]=1.[H-].[Na+].[CH2:27](Br)[CH3:28].CC(=O)OCC.C(Cl)Cl. The catalyst is CN(C=O)C. The product is [CH2:27]([NH:24][C:23]1[N:18]2[CH:19]=[CH:20][N:21]=[CH:22][C:17]2=[N:16][C:15]=1[C:13]1[S:14][C:10]([C:9]#[C:8][C:2]2[CH:7]=[CH:6][CH:5]=[CH:4][CH:3]=2)=[CH:11][CH:12]=1)[CH3:28]. The yield is 0.580.